From a dataset of Full USPTO retrosynthesis dataset with 1.9M reactions from patents (1976-2016). Predict the reactants needed to synthesize the given product. (1) Given the product [F:1][C:2]1[CH:3]=[C:4]([NH:24][C:80](=[O:81])[CH:79]([CH3:78])[C:83]([NH:84][C:85]2[CH:86]=[CH:87][CH:88]=[CH:89][CH:90]=2)=[O:91])[CH:5]=[CH:6][C:7]=1[O:8][C:9]1[CH:14]=[CH:13][N:12]=[C:11]2[CH:15]=[C:16]([C:18]3[N:19]([CH3:23])[CH:20]=[CH:21][N:22]=3)[S:17][C:10]=12, predict the reactants needed to synthesize it. The reactants are: [F:1][C:2]1[CH:3]=[C:4]([NH2:24])[CH:5]=[CH:6][C:7]=1[O:8][C:9]1[CH:14]=[CH:13][N:12]=[C:11]2[CH:15]=[C:16]([C:18]3[N:19]([CH3:23])[CH:20]=[CH:21][N:22]=3)[S:17][C:10]=12.FC1C=C(NC(=O)CC(NC2C=CC=CC=2OC)=O)C=CC=1OC1C=CN=C2C=C(C3N(C)C=CN=3)SC=12.COC1C=CC=CC=1NC(=O)CC(O)=O.[CH3:78][CH:79]([C:83](=[O:91])[NH:84][C:85]1[CH:90]=[CH:89][CH:88]=[CH:87][CH:86]=1)[C:80](O)=[O:81]. (2) Given the product [Si:39]([O:46][CH2:47][CH2:48][CH2:49][N:50]1[CH:54]=[C:53]([C:2]2[C:10]3[C:9]([NH:11][C@H:12]([C:14]4[N:19]([C:20]5[CH:25]=[CH:24][CH:23]=[CH:22][CH:21]=5)[C:18](=[O:26])[C:17]5=[C:27]([CH3:30])[CH:28]=[CH:29][N:16]5[N:15]=4)[CH3:13])=[N:8][CH:7]=[N:6][C:5]=3[N:4]([CH2:31][O:32][CH2:33][CH2:34][Si:35]([CH3:38])([CH3:37])[CH3:36])[CH:3]=2)[CH:52]=[N:51]1)([C:42]([CH3:45])([CH3:43])[CH3:44])([CH3:40])[CH3:41], predict the reactants needed to synthesize it. The reactants are: Br[C:2]1[C:10]2[C:9]([NH:11][C@H:12]([C:14]3[N:19]([C:20]4[CH:25]=[CH:24][CH:23]=[CH:22][CH:21]=4)[C:18](=[O:26])[C:17]4=[C:27]([CH3:30])[CH:28]=[CH:29][N:16]4[N:15]=3)[CH3:13])=[N:8][CH:7]=[N:6][C:5]=2[N:4]([CH2:31][O:32][CH2:33][CH2:34][Si:35]([CH3:38])([CH3:37])[CH3:36])[CH:3]=1.[Si:39]([O:46][CH2:47][CH2:48][CH2:49][N:50]1[CH:54]=[C:53](B2OC(C)(C)C(C)(C)O2)[CH:52]=[N:51]1)([C:42]([CH3:45])([CH3:44])[CH3:43])([CH3:41])[CH3:40].C(=O)([O-])[O-].[Na+].[Na+].C(=O)([O-])[O-].[K+].[K+]. (3) Given the product [O:1]1[C:5]([C:6]2[CH:7]=[C:8]([NH2:12])[CH:9]=[CH:10][CH:11]=2)=[CH:4][N:3]=[CH:2]1, predict the reactants needed to synthesize it. The reactants are: [O:1]1[C:5]([C:6]2[CH:7]=[C:8]([N+:12]([O-])=O)[CH:9]=[CH:10][CH:11]=2)=[CH:4][N:3]=[CH:2]1.[H][H]. (4) Given the product [F:14][C:15]([F:24])([F:25])[C:16]1[CH:23]=[CH:22][CH:21]=[CH:20][C:17]=1[CH2:18][N:4]1[CH2:5][CH2:6][N:1]([C:7]2[N:12]=[CH:11][NH:10][C:9](=[O:13])[CH:8]=2)[CH2:2][CH2:3]1, predict the reactants needed to synthesize it. The reactants are: [N:1]1([C:7]2[N:12]=[CH:11][NH:10][C:9](=[O:13])[CH:8]=2)[CH2:6][CH2:5][NH:4][CH2:3][CH2:2]1.[F:14][C:15]([F:25])([F:24])[C:16]1[CH:23]=[CH:22][CH:21]=[CH:20][C:17]=1[CH:18]=O. (5) Given the product [O:1]1[C:5]2[CH:6]=[CH:7][C:8]([CH2:10][N:11]3[C:12](=[O:27])[C:13]4[C:22](=[C:21]([OH:25])[C:20]5[N:19]=[CH:18][CH:17]=[N:16][C:15]=5[C:14]=4[O:26][C:28](=[O:40])[CH2:29][CH2:30][CH2:31][CH2:32][CH2:33][CH2:34][CH2:35][CH2:36][CH2:37][CH2:38][CH3:39])[C:23]3=[O:24])=[CH:9][C:4]=2[O:3][CH2:2]1, predict the reactants needed to synthesize it. The reactants are: [O:1]1[C:5]2[CH:6]=[CH:7][C:8]([CH2:10][N:11]3[C:23](=[O:24])[C:22]4[C:13](=[C:14]([OH:26])[C:15]5[N:16]=[CH:17][CH:18]=[N:19][C:20]=5[C:21]=4[OH:25])[C:12]3=[O:27])=[CH:9][C:4]=2[O:3][CH2:2]1.[C:28](O)(=[O:40])[CH2:29][CH2:30][CH2:31][CH2:32][CH2:33][CH2:34][CH2:35][CH2:36][CH2:37][CH2:38][CH3:39].F[B-](F)(F)F.N1(OC(N(C)C)=[N+](C)C)C2C=CC=CC=2N=N1.C(N(CC)CC)C. (6) Given the product [CH3:39][N:7]([CH3:6])[C@H:8]1[CH2:12][CH2:11][N:10]([C:13]2[CH:18]=[C:17]([O:19][CH3:20])[C:16]([NH:21][C:22]3[N:27]=[C:26]([C:28]4[C:36]5[C:31](=[CH:32][CH:33]=[CH:34][CH:35]=5)[N:30]([CH3:37])[CH:29]=4)[CH:25]=[CH:24][N:23]=3)=[CH:15][C:14]=2[NH:38][C:1](=[O:4])[CH:2]=[CH2:3])[CH2:9]1, predict the reactants needed to synthesize it. The reactants are: [C:1](Cl)(=[O:4])[CH:2]=[CH2:3].[CH3:6][N:7]([CH3:39])[C@H:8]1[CH2:12][CH2:11][N:10]([C:13]2[CH:18]=[C:17]([O:19][CH3:20])[C:16]([NH:21][C:22]3[N:27]=[C:26]([C:28]4[C:36]5[C:31](=[CH:32][CH:33]=[CH:34][CH:35]=5)[N:30]([CH3:37])[CH:29]=4)[CH:25]=[CH:24][N:23]=3)=[CH:15][C:14]=2[NH2:38])[CH2:9]1. (7) Given the product [Cl:29][C:21]1[N:20]=[C:19]([O:1][CH2:2][C@H:3]2[CH2:8][CH2:7][CH2:6][N:5]([C:9]([O:11][C:12]([CH3:15])([CH3:14])[CH3:13])=[O:10])[CH2:4]2)[C:24]2=[N:25][CH:26]=[CH:27][N:28]=[C:23]2[CH:22]=1, predict the reactants needed to synthesize it. The reactants are: [OH:1][CH2:2][C@H:3]1[CH2:8][CH2:7][CH2:6][N:5]([C:9]([O:11][C:12]([CH3:15])([CH3:14])[CH3:13])=[O:10])[CH2:4]1.[H-].[Na+].Cl[C:19]1[C:24]2=[N:25][CH:26]=[CH:27][N:28]=[C:23]2[CH:22]=[C:21]([Cl:29])[N:20]=1.